This data is from Full USPTO retrosynthesis dataset with 1.9M reactions from patents (1976-2016). The task is: Predict the reactants needed to synthesize the given product. (1) Given the product [Br:1][CH2:2][CH2:3][CH2:4][O:23][C:20]1[CH:19]=[CH:18][C:17]([C:15]([CH:12]2[CH2:13][CH2:14]2)=[O:16])=[CH:22][CH:21]=1, predict the reactants needed to synthesize it. The reactants are: [Br:1][CH2:2][CH2:3][CH2:4]Br.C(=O)([O-])[O-].[K+].[K+].[CH:12]1([C:15]([C:17]2[CH:22]=[CH:21][C:20]([OH:23])=[CH:19][CH:18]=2)=[O:16])[CH2:14][CH2:13]1. (2) Given the product [Cl:3][CH2:15][C:11]1[C:9]2[S:10][C:6]([CH3:5])=[CH:7][C:8]=2[CH:14]=[CH:13][CH:12]=1, predict the reactants needed to synthesize it. The reactants are: S(Cl)([Cl:3])=O.[CH3:5][C:6]1[S:10][C:9]2[C:11]([CH2:15]O)=[CH:12][CH:13]=[CH:14][C:8]=2[CH:7]=1. (3) Given the product [F:14][CH:13]([F:15])[C:11]1[CH:10]=[C:9]([C:16]2[CH:21]=[CH:20][C:19]([C:22]([F:25])([F:24])[F:23])=[CH:18][CH:17]=2)[N:8]=[C:7]([N:5]2[CH:6]=[C:2]([C:30]3[CH:31]=[CH:32][C:27]([NH2:26])=[N:28][CH:29]=3)[N:3]=[CH:4]2)[N:12]=1, predict the reactants needed to synthesize it. The reactants are: Br[C:2]1[N:3]=[CH:4][N:5]([C:7]2[N:12]=[C:11]([CH:13]([F:15])[F:14])[CH:10]=[C:9]([C:16]3[CH:21]=[CH:20][C:19]([C:22]([F:25])([F:24])[F:23])=[CH:18][CH:17]=3)[N:8]=2)[CH:6]=1.[NH2:26][C:27]1[CH:32]=[CH:31][C:30](B2OC(C)(C)C(C)(C)O2)=[CH:29][N:28]=1. (4) Given the product [NH2:4][C:45]([C:44]1[CH:48]=[CH:49][C:41]([C:39]([O:38][C:35]([CH3:37])([CH3:36])[CH3:34])=[O:40])=[CH:42][C:43]=1[N+:50]([O-:52])=[O:51])=[O:46], predict the reactants needed to synthesize it. The reactants are: C([N:4](CC)C(C)C)(C)C.F[P-](F)(F)(F)(F)F.N1(OC(N(C)C)=[N+](C)C)C2N=CC=CC=2N=N1.[CH3:34][C:35]([O:38][C:39]([C:41]1[CH:49]=[CH:48][C:44]([C:45](O)=[O:46])=[C:43]([N+:50]([O-:52])=[O:51])[CH:42]=1)=[O:40])([CH3:37])[CH3:36]. (5) Given the product [F:1][C:2]1[CH:9]=[C:8]([CH:10]2[CH2:11][O:21]2)[CH:7]=[C:6]([F:12])[C:3]=1[C:4]#[N:5], predict the reactants needed to synthesize it. The reactants are: [F:1][C:2]1[CH:9]=[C:8]([CH:10]=[CH2:11])[CH:7]=[C:6]([F:12])[C:3]=1[C:4]#[N:5].C1C=C(Cl)C=C(C(OO)=[O:21])C=1.FC1C(C2CO2)=CC(OC)=C(C=1)C#N. (6) Given the product [CH2:10]([O:40][C:38]([C:2]1[CH:3]=[C:4]([NH2:8])[N:5]=[CH:6][N:7]=1)=[O:39])[CH2:9][CH3:14], predict the reactants needed to synthesize it. The reactants are: Cl[C:2]1[N:7]=[CH:6][N:5]=[C:4]([NH2:8])[CH:3]=1.[C:9]1(P(C2C=CC=CC=2)CCCP(C2C=CC=CC=2)C2C=CC=CC=2)[CH:14]=CC=C[CH:10]=1.[C:38](=O)([O-:40])[O-:39].[K+].[K+]. (7) Given the product [F:1][C:2]([F:15])([F:14])[S:3]([O:6][CH2:17][CH:18]1[CH2:19][C:20](=[O:23])[O:21][CH2:22]1)(=[O:5])=[O:4], predict the reactants needed to synthesize it. The reactants are: [F:1][C:2]([F:15])([F:14])[S:3]([O:6]S(C(F)(F)F)(=O)=O)(=[O:5])=[O:4].O[CH2:17][CH:18]1[CH2:22][O:21][C:20](=[O:23])[CH2:19]1.N1C(C)=CC=CC=1C. (8) Given the product [C:1]([O:5][C:6]([NH:8][CH2:9][CH2:10][CH2:11][O:12][C:13]1[CH:21]=[C:20]([N:22]2[CH2:27][CH2:26][O:25][CH2:24][CH2:23]2)[CH:19]=[CH:18][C:14]=1[C:15]([NH:44][C:38]1[CH:39]=[CH:40][C:41]([F:43])=[CH:42][C:37]=1[C:36]([NH:35][C:32]1[CH:31]=[CH:30][C:29]([Cl:28])=[CH:34][N:33]=1)=[O:45])=[O:17])=[O:7])([CH3:4])([CH3:3])[CH3:2], predict the reactants needed to synthesize it. The reactants are: [C:1]([O:5][C:6]([NH:8][CH2:9][CH2:10][CH2:11][O:12][C:13]1[CH:21]=[C:20]([N:22]2[CH2:27][CH2:26][O:25][CH2:24][CH2:23]2)[CH:19]=[CH:18][C:14]=1[C:15]([OH:17])=O)=[O:7])([CH3:4])([CH3:3])[CH3:2].[Cl:28][C:29]1[CH:30]=[CH:31][C:32]([NH:35][C:36](=[O:45])[C:37]2[CH:42]=[C:41]([F:43])[CH:40]=[CH:39][C:38]=2[NH2:44])=[N:33][CH:34]=1. (9) Given the product [C:36]([N:16]([CH2:17][C:18]1[CH:19]=[CH:20][C:21]([O:28][CH2:29][C:30]([O:32][CH3:33])=[O:31])=[C:22]([CH:27]=1)[C:23]([O:25][CH3:26])=[O:24])[CH2:15][C:14]1[CH:34]=[CH:35][C:11]([C:1]#[C:2][CH2:3][CH2:4][CH2:5][CH2:6][CH2:7][CH2:8][CH2:9][CH3:10])=[CH:12][CH:13]=1)(=[O:38])[CH3:37], predict the reactants needed to synthesize it. The reactants are: [C:1]([C:11]1[CH:35]=[CH:34][C:14]([CH2:15][NH:16][CH2:17][C:18]2[CH:19]=[CH:20][C:21]([O:28][CH2:29][C:30]([O:32][CH3:33])=[O:31])=[C:22]([CH:27]=2)[C:23]([O:25][CH3:26])=[O:24])=[CH:13][CH:12]=1)#[C:2][CH2:3][CH2:4][CH2:5][CH2:6][CH2:7][CH2:8][CH2:9][CH3:10].[C:36](Cl)(=[O:38])[CH3:37]. (10) Given the product [CH3:1][S:2]([C:5]1[CH:25]=[CH:24][C:8]([O:9][C:10]2[CH:11]=[C:12]([O:19][CH2:20][CH2:21][O:22][CH3:23])[C:13]([NH2:16])=[N:14][CH:15]=2)=[CH:7][CH:6]=1)(=[O:4])=[O:3], predict the reactants needed to synthesize it. The reactants are: [CH3:1][S:2]([C:5]1[CH:25]=[CH:24][C:8]([O:9][C:10]2[CH:11]=[C:12]([O:19][CH2:20][CH2:21][O:22][CH3:23])[C:13]([N+:16]([O-])=O)=[N:14][CH:15]=2)=[CH:7][CH:6]=1)(=[O:4])=[O:3].O.